From a dataset of Reaction yield outcomes from USPTO patents with 853,638 reactions. Predict the reaction yield, written as a fraction of the theoretical maximum amount of product (1.0 means a 100% yield; for example, 0.34 means a 34% yield). The reactants are [F:1][C:2]1[CH:7]=[CH:6][C:5]([F:8])=[CH:4][C:3]=1[C@H:9]1[CH2:13][CH2:12][CH2:11][N:10]1[C:14]1[CH:19]=[CH:18][N:17]2[N:20]=[CH:21][C:22]([C:23]#[C:24][Si](C)(C)C)=[C:16]2[N:15]=1.CCCC[N+](CCCC)(CCCC)CCCC.[F-]. The catalyst is C1COCC1. The product is [F:1][C:2]1[CH:7]=[CH:6][C:5]([F:8])=[CH:4][C:3]=1[C@H:9]1[CH2:13][CH2:12][CH2:11][N:10]1[C:14]1[CH:19]=[CH:18][N:17]2[N:20]=[CH:21][C:22]([C:23]#[CH:24])=[C:16]2[N:15]=1. The yield is 0.970.